From a dataset of Forward reaction prediction with 1.9M reactions from USPTO patents (1976-2016). Predict the product of the given reaction. (1) The product is: [F:8][C:2]([F:9])([C:15]1([OH:24])[CH:16]2[CH2:22][CH:20]3[CH2:19][CH:18]([CH2:23][CH:14]1[CH2:21]3)[CH2:17]2)[C:3]([O:5][CH2:6][CH3:7])=[O:4]. Given the reactants Br[C:2]([F:9])([F:8])[C:3]([O:5][CH2:6][CH3:7])=[O:4].BrC(Br)C.[CH:14]12[CH2:23][CH:18]3[CH2:19][CH:20]([CH2:22][CH:16]([CH2:17]3)[C:15]1=[O:24])[CH2:21]2.B(OC)(OC)OC.Cl, predict the reaction product. (2) The product is: [N+:22]([C:30]1[CH:25]=[C:24]2[C:19](=[CH:18][CH:29]=1)[N:20]([C:2]1[CH:3]=[N:4][CH:5]=[CH:6][CH:7]=1)[CH:21]=[CH:23]2)([O-:8])=[O:31]. Given the reactants Br[C:2]1[CH:3]=[N:4][CH:5]=[CH:6][CH:7]=1.[O-:8]P([O-])([O-])=O.[K+].[K+].[K+].CN[CH2:18][CH2:19][NH:20][CH3:21].[NH:22]1[C:30]2[C:25](=CC=C[CH:29]=2)[CH:24]=[CH:23]1.[OH2:31], predict the reaction product. (3) Given the reactants [NH2:1][C:2]1[CH:7]=[CH:6][C:5]([C:8]2[NH:13][C:12](=[O:14])[NH:11][CH:10]([C:15]3[CH:20]=[C:19]([N+:21]([O-:23])=[O:22])[C:18]([OH:24])=[C:17]([O:25][CH2:26][CH3:27])[CH:16]=3)[C:9]=2[C:28]2[CH:33]=[CH:32][CH:31]=[CH:30][CH:29]=2)=[CH:4][CH:3]=1.[CH3:34][C:35](OC(C)=O)=[O:36], predict the reaction product. The product is: [CH2:26]([O:25][C:17]1[CH:16]=[C:15]([CH:10]2[NH:11][C:12](=[O:14])[NH:13][C:8]([C:5]3[CH:6]=[CH:7][C:2]([NH:1][C:35](=[O:36])[CH3:34])=[CH:3][CH:4]=3)=[C:9]2[C:28]2[CH:29]=[CH:30][CH:31]=[CH:32][CH:33]=2)[CH:20]=[C:19]([N+:21]([O-:23])=[O:22])[C:18]=1[OH:24])[CH3:27].